From a dataset of Catalyst prediction with 721,799 reactions and 888 catalyst types from USPTO. Predict which catalyst facilitates the given reaction. (1) Reactant: [CH3:1][C:2]1[N:3]([C:8]2[CH:12]=[CH:11][N:10]([CH3:13])[N:9]=2)[C:4]([CH3:7])=[CH:5][CH:6]=1.C([Li])CCC.Br[CH2:20][CH:21]=[C:22]([CH3:24])[CH3:23].[Cl-].[NH4+]. Product: [CH3:7][C:4]1[N:3]([C:8]2[CH:12]=[C:11]([CH2:20][CH:21]=[C:22]([CH3:24])[CH3:23])[N:10]([CH3:13])[N:9]=2)[C:2]([CH3:1])=[CH:6][CH:5]=1. The catalyst class is: 54. (2) Reactant: [Cl:1][C:2]1[CH:7]=[CH:6][CH:5]=[CH:4][C:3]=1[CH2:8][CH2:9][NH:10][C:11](=O)[CH2:12][CH2:13][S:14][CH2:15][C:16](O)=[O:17].B.CO.Cl. Product: [Cl:1][C:2]1[CH:7]=[CH:6][CH:5]=[CH:4][C:3]=1[CH2:8][CH2:9][NH:10][CH2:11][CH2:12][CH2:13][S:14][CH2:15][CH2:16][OH:17]. The catalyst class is: 1.